Task: Regression. Given a peptide amino acid sequence and an MHC pseudo amino acid sequence, predict their binding affinity value. This is MHC class II binding data.. Dataset: Peptide-MHC class II binding affinity with 134,281 pairs from IEDB (1) The peptide sequence is EVVDYLGIPASARPV. The MHC is HLA-DQA10301-DQB10302 with pseudo-sequence HLA-DQA10301-DQB10302. The binding affinity (normalized) is 0.366. (2) The MHC is DRB1_0701 with pseudo-sequence DRB1_0701. The binding affinity (normalized) is 0.652. The peptide sequence is AFKVAATALNAAPAN. (3) The peptide sequence is AAGDGNIVAVDIKPK. The MHC is HLA-DPA10201-DPB10501 with pseudo-sequence HLA-DPA10201-DPB10501. The binding affinity (normalized) is 0. (4) The peptide sequence is LTLPWQSGSGGVWRE. The MHC is DRB1_0901 with pseudo-sequence DRB1_0901. The binding affinity (normalized) is 0.252. (5) The peptide sequence is AAGAATTAAGAASGA. The MHC is DRB1_1501 with pseudo-sequence DRB1_1501. The binding affinity (normalized) is 0.0149.